From a dataset of Full USPTO retrosynthesis dataset with 1.9M reactions from patents (1976-2016). Predict the reactants needed to synthesize the given product. The reactants are: [N+:1]([C:4]1[CH:5]=[C:6]([CH:19]=[CH:20][CH:21]=1)[C:7]([NH:9][CH2:10][C:11]1[CH:16]=[CH:15][CH:14]=[C:13]([O:17][CH3:18])[CH:12]=1)=[O:8])([O-])=O.O.C([O-])(O)=O.[Na+]. Given the product [NH2:1][C:4]1[CH:5]=[C:6]([CH:19]=[CH:20][CH:21]=1)[C:7]([NH:9][CH2:10][C:11]1[CH:16]=[CH:15][CH:14]=[C:13]([O:17][CH3:18])[CH:12]=1)=[O:8], predict the reactants needed to synthesize it.